This data is from Full USPTO retrosynthesis dataset with 1.9M reactions from patents (1976-2016). The task is: Predict the reactants needed to synthesize the given product. (1) Given the product [N:19]1[CH:20]=[CH:21][CH:22]=[N:23][C:18]=1[C:11]1[CH:10]=[C:9]([CH:7]=[O:8])[S:13][CH:12]=1, predict the reactants needed to synthesize it. The reactants are: C([O-])([O-])=O.[Na+].[Na+].[CH:7]([C:9]1[S:13][CH:12]=[C:11](B(O)O)[CH:10]=1)=[O:8].Br[C:18]1[N:23]=[CH:22][CH:21]=[CH:20][N:19]=1. (2) Given the product [N+:8]([C:3]1[CH:4]=[N:5][CH:6]=[CH:7][C:2]=1[N:14]1[CH2:15][CH2:16][CH2:17][C@@H:12]([OH:11])[CH2:13]1)([O-:10])=[O:9], predict the reactants needed to synthesize it. The reactants are: Cl[C:2]1[CH:7]=[CH:6][N:5]=[CH:4][C:3]=1[N+:8]([O-:10])=[O:9].[OH:11][C@@H:12]1[CH2:17][CH2:16][CH2:15][NH:14][CH2:13]1.C(N(CC)CC)C. (3) Given the product [Cl:14][C:12]1[CH:11]=[C:10]([C:18](=[O:17])[CH3:1])[CH:6]=[C:5]([Cl:4])[N:13]=1, predict the reactants needed to synthesize it. The reactants are: [CH3:1][Mg]Cl.[Cl:4][C:5]1[N:13]=[C:12]([Cl:14])[CH:11]=[CH:10][C:6]=1C(O)=O.C([O:17][CH3:18])=O.Cl. (4) Given the product [Cl:3][C:4]1[CH:5]=[C:6]([CH:10]2[C:19]3[C:14](=[CH:15][CH:16]=[C:17]([C:20]([C:28]4[CH:33]=[CH:32][C:31]([O:34][CH3:35])=[CH:30][CH:29]=4)([C:22]4[N:26]([CH3:27])[CH:25]=[N:24][CH:23]=4)[OH:21])[CH:18]=3)[N:13]3[N:36]=[N:37][N:38]=[C:12]3[NH:11]2)[CH:7]=[CH:8][CH:9]=1, predict the reactants needed to synthesize it. The reactants are: [BH4-].[Na+].[Cl:3][C:4]1[CH:5]=[C:6]([C:10]2[C:19]3[C:14](=[CH:15][CH:16]=[C:17]([C:20]([C:28]4[CH:33]=[CH:32][C:31]([O:34][CH3:35])=[CH:30][CH:29]=4)([C:22]4[N:26]([CH3:27])[CH:25]=[N:24][CH:23]=4)[OH:21])[CH:18]=3)[N:13]3[N:36]=[N:37][N:38]=[C:12]3[N:11]=2)[CH:7]=[CH:8][CH:9]=1.C(Cl)Cl. (5) The reactants are: CN(C)/[CH:3]=[C:4]1\[CH2:5][CH2:6][CH2:7][C:8]([OH:17])([C:11]2[CH:12]=[N:13][CH:14]=[CH:15][CH:16]=2)[C:9]\1=O.[N+]([O-])(O)=O.[N+]([O-])(O)=O.[CH3:27][O:28][C:29]1[CH:30]=[C:31]([NH:41][C:42]([NH2:44])=[NH:43])[CH:32]=[CH:33][C:34]=1[N:35]1[CH:39]=[C:38]([CH3:40])[N:37]=[CH:36]1. Given the product [CH3:27][O:28][C:29]1[CH:30]=[C:31]([NH:41][C:42]2[N:44]=[CH:3][C:4]3[CH2:5][CH2:6][CH2:7][C:8]([C:11]4[CH:12]=[N:13][CH:14]=[CH:15][CH:16]=4)([OH:17])[C:9]=3[N:43]=2)[CH:32]=[CH:33][C:34]=1[N:35]1[CH:39]=[C:38]([CH3:40])[N:37]=[CH:36]1, predict the reactants needed to synthesize it. (6) Given the product [Br:10][C:11]1[CH:16]=[CH:15][C:14]([O:17][CH3:18])=[CH:13][C:12]=1[C:7]1[C:2]([F:1])=[N:3][CH:4]=[C:5]([CH3:9])[CH:6]=1, predict the reactants needed to synthesize it. The reactants are: [F:1][C:2]1[C:7](I)=[CH:6][C:5]([CH3:9])=[CH:4][N:3]=1.[Br:10][C:11]1[CH:16]=[CH:15][C:14]([O:17][CH3:18])=[CH:13][C:12]=1B(O)O.C([O-])([O-])=O.[Na+].[Na+]. (7) Given the product [CH3:1][O:2][C:3]1[CH:4]=[C:5]2[C:15](=[CH:16][CH:17]=1)[C:9]1([CH2:10][CH2:11][N:12]([C:24](=[O:25])/[CH:23]=[CH:22]/[C:21]3[CH:27]=[CH:28][CH:29]=[CH:30][C:20]=3[C:19]([F:31])([F:32])[F:18])[CH2:13][CH2:14]1)[NH:8][CH2:7][CH2:6]2, predict the reactants needed to synthesize it. The reactants are: [CH3:1][O:2][C:3]1[CH:4]=[C:5]2[C:15](=[CH:16][CH:17]=1)[C:9]1([CH2:14][CH2:13][NH:12][CH2:11][CH2:10]1)[NH:8][CH2:7][CH2:6]2.[F:18][C:19]([F:32])([F:31])[C:20]1[CH:30]=[CH:29][CH:28]=[CH:27][C:21]=1[CH:22]=[CH:23][C:24](O)=[O:25].CCN(C(C)C)C(C)C.C1C=CC2N(O)N=NC=2C=1.CCN=C=NCCCN(C)C.Cl.